This data is from Reaction yield outcomes from USPTO patents with 853,638 reactions. The task is: Predict the reaction yield, written as a fraction of the theoretical maximum amount of product (1.0 means a 100% yield; for example, 0.34 means a 34% yield). (1) The reactants are Br[C:2]1[CH:3]=[C:4]([C:9]2[N:10]=[N:11][N:12]([CH:14]([CH3:16])[CH3:15])[CH:13]=2)[C:5]([NH2:8])=[N:6][CH:7]=1.[N:17]1([C:23]([C:25]2[CH:30]=[CH:29][C:28](B(O)O)=[CH:27][CH:26]=2)=[O:24])[CH2:22][CH2:21][O:20][CH2:19][CH2:18]1.O.C([O-])([O-])=O.[Cs+].[Cs+]. The catalyst is O1CCOCC1.CCOC(C)=O.C1C=CC([P]([Pd]([P](C2C=CC=CC=2)(C2C=CC=CC=2)C2C=CC=CC=2)([P](C2C=CC=CC=2)(C2C=CC=CC=2)C2C=CC=CC=2)[P](C2C=CC=CC=2)(C2C=CC=CC=2)C2C=CC=CC=2)(C2C=CC=CC=2)C2C=CC=CC=2)=CC=1. The product is [NH2:8][C:5]1[N:6]=[CH:7][C:2]([C:28]2[CH:27]=[CH:26][C:25]([C:23]([N:17]3[CH2:22][CH2:21][O:20][CH2:19][CH2:18]3)=[O:24])=[CH:30][CH:29]=2)=[CH:3][C:4]=1[C:9]1[N:10]=[N:11][N:12]([CH:14]([CH3:16])[CH3:15])[CH:13]=1. The yield is 0.360. (2) The reactants are [CH2:1]([N:8]([CH2:12][Si](C)(C)C)[CH2:9]OC)[C:2]1[CH:7]=[CH:6][CH:5]=[CH:4][CH:3]=1.[C:17]1([C@H:23]2[CH2:27][O:26][C:25](=[O:28])[N:24]2[C:29](=[O:38])/[CH:30]=[CH:31]/[C:32]2[CH:37]=[CH:36][CH:35]=[CH:34][CH:33]=2)[CH:22]=[CH:21][CH:20]=[CH:19][CH:18]=1.FC(F)(F)C(O)=O.C(=O)(O)[O-].[Na+]. The catalyst is C1(C)C=CC=CC=1.ClCCl. The product is [CH2:1]([N:8]1[CH2:12][C@H:31]([C:32]2[CH:33]=[CH:34][CH:35]=[CH:36][CH:37]=2)[C@@H:30]([C:29]([N:24]2[C@@H:23]([C:17]3[CH:18]=[CH:19][CH:20]=[CH:21][CH:22]=3)[CH2:27][O:26][C:25]2=[O:28])=[O:38])[CH2:9]1)[C:2]1[CH:7]=[CH:6][CH:5]=[CH:4][CH:3]=1. The yield is 0.610. (3) The reactants are C([O:3][C:4](=[O:25])[C:5]([O:8][C:9]1[CH:14]=[CH:13][C:12]([O:15][CH2:16][CH:17]([CH3:24])[CH2:18][O:19]S(C)(=O)=O)=[CH:11][CH:10]=1)([CH3:7])[CH3:6])C.[O:26]([C:33]1[CH:38]=[CH:37][C:36]([C:39]([F:42])([F:41])[F:40])=[CH:35][C:34]=1O)[C:27]1[CH:32]=[CH:31][CH:30]=[CH:29][CH:28]=1. No catalyst specified. The product is [CH3:7][C:5]([O:8][C:9]1[CH:10]=[CH:11][C:12]([O:15][CH2:16][CH:17]([CH3:24])[CH2:18][O:19][C:34]2[CH:35]=[C:36]([C:39]([F:42])([F:41])[F:40])[CH:37]=[CH:38][C:33]=2[O:26][C:27]2[CH:28]=[CH:29][CH:30]=[CH:31][CH:32]=2)=[CH:13][CH:14]=1)([CH3:6])[C:4]([OH:3])=[O:25]. The yield is 0.930. (4) The reactants are Cl[C:2]1[CH:3]=[C:4]([CH:8]=[C:9]([Cl:11])[N:10]=1)[C:5]([OH:7])=[O:6].[CH3:12][CH:13]([CH3:15])[O-:14].[Na+]. The catalyst is C(O)(C)C. The product is [Cl:11][C:9]1[CH:8]=[C:4]([CH:3]=[C:2]([O:14][CH:13]([CH3:15])[CH3:12])[N:10]=1)[C:5]([OH:7])=[O:6]. The yield is 0.540. (5) The catalyst is [O-]CC.[Ti+4].[O-]CC.[O-]CC.[O-]CC.[Ti].CO. The reactants are [F:1][C:2]([F:18])([F:17])[C:3]1[CH:8]=[CH:7][C:6]([C:9]2[CH:14]=[CH:13][C:12]([CH:15]=O)=[CH:11][CH:10]=2)=[CH:5][CH:4]=1.[CH3:19][C:20]([S@:23]([NH2:25])=[O:24])([CH3:22])[CH3:21].ClCCl.C(=O)(O)[O-].[Na+]. The yield is 0.840. The product is [CH3:19][C:20]([S@:23](/[N:25]=[CH:15]/[C:12]1[CH:13]=[CH:14][C:9]([C:6]2[CH:7]=[CH:8][C:3]([C:2]([F:18])([F:17])[F:1])=[CH:4][CH:5]=2)=[CH:10][CH:11]=1)=[O:24])([CH3:22])[CH3:21]. (6) The reactants are C[O-].[Na+].CO.[N+](C1C=CC=CC=1S([N:18]1[CH2:21][CH2:20][C@H:19]1[C:22]([OH:24])=[O:23])(=O)=O)([O-])=O.Cl.[C:26](O[C:26]([O:28][C:29]([CH3:32])([CH3:31])[CH3:30])=[O:27])([O:28][C:29]([CH3:32])([CH3:31])[CH3:30])=[O:27]. The product is [C:29]([O:28][C:26]([N:18]1[CH2:21][CH2:20][C@H:19]1[C:22]([OH:24])=[O:23])=[O:27])([CH3:32])([CH3:31])[CH3:30]. The yield is 0.611. The catalyst is C(COC)OC.C(N(CC)CC)C. (7) The reactants are [OH:1][C:2](=[C:14]1[C:19](=[O:20])[CH2:18][C:17]([CH3:22])([CH3:21])[CH2:16][C:15]1=[O:23])[CH2:3][CH2:4][CH2:5][CH2:6][C:7]([O:9]C(C)(C)C)=[O:8]. The catalyst is C(Cl)Cl.C(O)(C(F)(F)F)=O. The product is [OH:1][C:2](=[C:14]1[C:15](=[O:23])[CH2:16][C:17]([CH3:21])([CH3:22])[CH2:18][C:19]1=[O:20])[CH2:3][CH2:4][CH2:5][CH2:6][C:7]([OH:9])=[O:8]. The yield is 0.980. (8) The reactants are [F:1][C:2]1[CH:7]=[CH:6][CH:5]=[CH:4][C:3]=1[N:8]1[C:12]([S:13]([C:16]2[CH:21]=[CH:20][CH:19]=[CH:18][CH:17]=2)(=[O:15])=[O:14])=[CH:11][C:10]([C:22]([O:24]CC)=O)=[N:9]1.[CH3:27][NH2:28].CO. No catalyst specified. The product is [F:1][C:2]1[CH:7]=[CH:6][CH:5]=[CH:4][C:3]=1[N:8]1[C:12]([S:13]([C:16]2[CH:21]=[CH:20][CH:19]=[CH:18][CH:17]=2)(=[O:14])=[O:15])=[CH:11][C:10]([C:22]([NH:28][CH3:27])=[O:24])=[N:9]1. The yield is 0.910. (9) The reactants are C(=O)([O-])[O-].[K+].[K+].CN(C)CCN(C)C.I[C:16]1[CH:17]=[N:18][CH:19]=[CH:20][CH:21]=1.[NH:22]1[CH2:26][CH2:25][CH2:24][C:23]1=[O:27]. The catalyst is [Cu]I.O1CCOCC1. The product is [N:18]1[CH:19]=[CH:20][CH:21]=[C:16]([N:22]2[CH2:26][CH2:25][CH2:24][C:23]2=[O:27])[CH:17]=1. The yield is 0.940. (10) The reactants are [CH2:1]([N:8]([CH2:28][C:29]1[CH:34]=[CH:33][CH:32]=[CH:31][CH:30]=1)[C@H:9]1[CH2:18][C:17]2[C:12](=[CH:13][CH:14]=[CH:15][C:16]=2B2OC(C)(C)C(C)(C)O2)[O:11][CH2:10]1)[C:2]1[CH:7]=[CH:6][CH:5]=[CH:4][CH:3]=1.Br[C:36]1[CH:37]=[N:38][C:39]([CH2:42][CH3:43])=[N:40][CH:41]=1.C(=O)([O-])[O-].[K+].[K+]. The catalyst is O1CCOCC1.CC(P(C(C)(C)C)C1[CH-]C=CC=1)(C)C.CC(P(C(C)(C)C)C1[CH-]C=CC=1)(C)C.[Cl-].[Cl-].[Fe+2].[Pd+2]. The product is [CH2:28]([N:8]([CH2:1][C:2]1[CH:7]=[CH:6][CH:5]=[CH:4][CH:3]=1)[C@H:9]1[CH2:18][C:17]2[C:12](=[CH:13][CH:14]=[CH:15][C:16]=2[C:36]2[CH:37]=[N:38][C:39]([CH2:42][CH3:43])=[N:40][CH:41]=2)[O:11][CH2:10]1)[C:29]1[CH:30]=[CH:31][CH:32]=[CH:33][CH:34]=1. The yield is 0.550.